From a dataset of Full USPTO retrosynthesis dataset with 1.9M reactions from patents (1976-2016). Predict the reactants needed to synthesize the given product. (1) Given the product [CH3:11][C:3]1[C:2]([N:12]2[CH2:17][CH2:16][O:15][CH2:14][CH2:13]2)=[C:8]([CH3:9])[CH:7]=[C:6]([CH3:10])[C:4]=1[NH2:5], predict the reactants needed to synthesize it. The reactants are: Br[C:2]1[C:3]([CH3:11])=[C:4]([C:6]([CH3:10])=[CH:7][C:8]=1[CH3:9])[NH2:5].[NH:12]1[CH2:17][CH2:16][O:15][CH2:14][CH2:13]1.CC(C)([O-])C.[Na+]. (2) Given the product [Br:1][C:2]1[CH:9]=[C:8]([C:10]([C:11]2[N:15]([CH3:16])[CH:14]=[N:13][CH:12]=2)=[O:17])[CH:7]=[CH:6][C:3]=1[C:4]#[N:5], predict the reactants needed to synthesize it. The reactants are: [Br:1][C:2]1[CH:9]=[C:8]([CH:10]([OH:17])[C:11]2[N:15]([CH3:16])[CH:14]=[N:13][CH:12]=2)[CH:7]=[CH:6][C:3]=1[C:4]#[N:5].